This data is from Full USPTO retrosynthesis dataset with 1.9M reactions from patents (1976-2016). The task is: Predict the reactants needed to synthesize the given product. (1) Given the product [CH3:12][Si:13]([Ru:2]([CH:3]1[CH:10]=[CH:9][CH:8]=[CH:7]1)[CH:22]1[CH:26]=[CH:25][CH:24]=[CH:23]1)([CH3:15])[CH3:14], predict the reactants needed to synthesize it. The reactants are: Cl[Ru:2](Cl)[C:3]1[CH2:10][CH2:9][CH:8]=[CH:7]CCC=1.[CH3:12][Si:13](C1([Na])C=CC=C1)([CH3:15])[CH3:14].[CH:22]1([Na])[CH:26]=[CH:25][CH:24]=[CH:23]1. (2) Given the product [F:23][C:20]1[CH:19]=[CH:18][C:17]([C@H:15]([NH:14][C:12](=[O:13])[C:11]2[CH:24]=[C:25]([N:27]([S:31]([CH3:34])(=[O:32])=[O:33])[CH2:28][CH2:29][CH3:30])[CH:26]=[C:9]([N:7]3[CH:8]=[C:4]([C:1]([OH:3])([CH3:43])[CH2:2][C:36]4[CH:41]=[CH:40][CH:39]=[CH:38][CH:37]=4)[N:5]=[N:6]3)[CH:10]=2)[CH3:16])=[CH:22][CH:21]=1, predict the reactants needed to synthesize it. The reactants are: [C:1]([C:4]1[N:5]=[N:6][N:7]([C:9]2[CH:10]=[C:11]([CH:24]=[C:25]([N:27]([S:31]([CH3:34])(=[O:33])=[O:32])[CH2:28][CH2:29][CH3:30])[CH:26]=2)[C:12]([NH:14][C@@H:15]([C:17]2[CH:22]=[CH:21][C:20]([F:23])=[CH:19][CH:18]=2)[CH3:16])=[O:13])[CH:8]=1)(=[O:3])[CH3:2].C([Li])[C:36]1[CH:41]=[CH:40][CH:39]=[CH:38][CH:37]=1.[CH2:43]1COCC1. (3) Given the product [CH:22]1([N:20]2[CH2:19][CH2:18][N:17]([C:26]([O:28][C:29]([CH3:32])([CH3:31])[CH3:30])=[O:27])[C@@H:16]([C:14]([N:11]3[CH2:10][CH2:9][NH:8][CH2:13][CH2:12]3)=[O:15])[CH2:21]2)[CH2:23][CH2:24][CH2:25]1, predict the reactants needed to synthesize it. The reactants are: C([N:8]1[CH2:13][CH2:12][N:11]([C:14]([C@H:16]2[CH2:21][N:20]([CH:22]3[CH2:25][CH2:24][CH2:23]3)[CH2:19][CH2:18][N:17]2[C:26]([O:28][C:29]([CH3:32])([CH3:31])[CH3:30])=[O:27])=[O:15])[CH2:10][CH2:9]1)C1C=CC=CC=1.O. (4) Given the product [CH2:51]([O:50][C:34]1[CH:35]=[C:36]([O:42][CH2:43][C:44]2[CH:45]=[CH:46][CH:47]=[CH:48][CH:49]=2)[C:37]([CH:39]([CH3:41])[CH3:40])=[CH:38][C:33]=1[C:21]1[N:22]([C:23]2[CH:24]=[C:25]3[C:29](=[CH:30][CH:31]=2)[N:28]([CH3:32])[CH:27]=[CH:26]3)[C:18]([NH:9][C:1](=[O:8])[C:2]2[CH:3]=[CH:4][CH:5]=[CH:6][CH:7]=2)=[N:19][N:20]=1)[C:52]1[CH:57]=[CH:56][CH:55]=[CH:54][CH:53]=1, predict the reactants needed to synthesize it. The reactants are: [C:1]([N:9]([C:18]1[N:22]([C:23]2[CH:24]=[C:25]3[C:29](=[CH:30][CH:31]=2)[N:28]([CH3:32])[CH:27]=[CH:26]3)[C:21]([C:33]2[CH:38]=[C:37]([CH:39]([CH3:41])[CH3:40])[C:36]([O:42][CH2:43][C:44]3[CH:49]=[CH:48][CH:47]=[CH:46][CH:45]=3)=[CH:35][C:34]=2[O:50][CH2:51][C:52]2[CH:57]=[CH:56][CH:55]=[CH:54][CH:53]=2)=[N:20][N:19]=1)C(=O)C1C=CC=CC=1)(=[O:8])[C:2]1[CH:7]=[CH:6][CH:5]=[CH:4][CH:3]=1.C(=O)([O-])[O-].[K+].[K+]. (5) Given the product [N+:1]([C:4]1[CH:5]=[C:6]2[CH2:13][S:29](=[O:31])(=[O:28])[CH2:11][CH2:10][C:7]2=[N:8][CH:9]=1)([O-:3])=[O:2], predict the reactants needed to synthesize it. The reactants are: [N+:1]([C:4]1[CH:5]=[C:6]2[CH2:13]S[CH2:11][CH2:10][C:7]2=[N:8][CH:9]=1)([O-:3])=[O:2].ClC1C=CC=C(C(OO)=O)C=1.C(Cl)Cl.[O-:28][S:29]([O-:31])=O.[Na+].[Na+].